Dataset: Full USPTO retrosynthesis dataset with 1.9M reactions from patents (1976-2016). Task: Predict the reactants needed to synthesize the given product. (1) Given the product [CH2:9]([O:11][C:4]1[N:3]=[C:2]([NH2:1])[CH:7]=[CH:6][CH:5]=1)[CH3:10], predict the reactants needed to synthesize it. The reactants are: [NH2:1][C:2]1[CH:7]=[CH:6][CH:5]=[C:4](Br)[N:3]=1.[CH2:9]([OH:11])[CH3:10].[OH-].[Na+]. (2) Given the product [F:2][C:3]1[CH:4]=[C:5]([C:6]2[N:9]=[C:17]([OH:16])[C:18]([C:19]([O:21][CH2:22][CH3:23])=[O:20])=[CH:24][N:7]=2)[CH:10]=[CH:11][C:12]=1[F:13], predict the reactants needed to synthesize it. The reactants are: [Na].[F:2][C:3]1[CH:4]=[C:5]([CH:10]=[CH:11][C:12]=1[F:13])[C:6](=[NH:9])[NH:7]O.C([O:16][CH:17]=[C:18]([C:24](OCC)=O)[C:19]([O:21][CH2:22][CH3:23])=[O:20])C.